From a dataset of Forward reaction prediction with 1.9M reactions from USPTO patents (1976-2016). Predict the product of the given reaction. (1) Given the reactants C([O:8][C:9](=[O:34])[C@@H:10]([NH:26][C:27]([O:29][C:30]([CH3:33])([CH3:32])[CH3:31])=[O:28])[CH2:11][C:12]1[C:20]2[C:15](=[CH:16][CH:17]=[CH:18][CH:19]=2)[N:14]([CH2:21][CH2:22][CH2:23][CH2:24][CH3:25])[CH:13]=1)C1C=CC=CC=1, predict the reaction product. The product is: [C:30]([O:29][C:27]([NH:26][C@@H:10]([CH2:11][C:12]1[C:20]2[C:15](=[CH:16][CH:17]=[CH:18][CH:19]=2)[N:14]([CH2:21][CH2:22][CH2:23][CH2:24][CH3:25])[CH:13]=1)[C:9]([OH:34])=[O:8])=[O:28])([CH3:33])([CH3:32])[CH3:31]. (2) The product is: [ClH:1].[ClH:1].[F:52][C:49]([F:50])([F:51])[C:46]1[CH:45]=[CH:44][C:43]([CH2:42][CH2:41][C:38]2[CH:39]=[CH:40][C:35]([CH2:34][O:33][C:28]3[CH:29]=[CH:30][CH:31]=[CH:32][C:27]=3[CH2:26][CH2:25][NH:9][CH:10]3[CH2:19][CH2:18][CH2:17][C:16]4[N:15]=[C:14]([C:20]([O:22][CH2:23][CH3:24])=[O:21])[CH:13]=[CH:12][C:11]3=4)=[CH:36][CH:37]=2)=[CH:48][CH:47]=1. Given the reactants [ClH:1].C(OC([N:9]([CH2:25][CH2:26][C:27]1[CH:32]=[CH:31][CH:30]=[CH:29][C:28]=1[O:33][CH2:34][C:35]1[CH:40]=[CH:39][C:38]([CH2:41][CH2:42][C:43]2[CH:48]=[CH:47][C:46]([C:49]([F:52])([F:51])[F:50])=[CH:45][CH:44]=2)=[CH:37][CH:36]=1)[CH:10]1[CH2:19][CH2:18][CH2:17][C:16]2[N:15]=[C:14]([C:20]([O:22][CH2:23][CH3:24])=[O:21])[CH:13]=[CH:12][C:11]1=2)=O)(C)(C)C, predict the reaction product. (3) Given the reactants [NH2:1][C@H:2]1[CH2:10][O:9][CH2:8][C@H:7]([O:11][CH2:12][CH:13]([CH3:15])[CH3:14])[C@@H:6]([O:16][CH2:17][CH:18]([CH3:20])[CH3:19])[C@H:5]([CH3:21])[O:4][C:3]1=[O:22].[OH:23][C:24]1[C:25]([C:32](O)=[O:33])=[N:26][CH:27]=[CH:28][C:29]=1[O:30][CH3:31].CN(C(ON1N=NC2C=CC=NC1=2)=[N+](C)C)C.F[P-](F)(F)(F)(F)F.CN1CCOCC1, predict the reaction product. The product is: [CH2:12]([O:11][C@@H:7]1[C@@H:6]([O:16][CH2:17][CH:18]([CH3:20])[CH3:19])[C@H:5]([CH3:21])[O:4][C:3](=[O:22])[C@@H:2]([NH:1][C:32](=[O:33])[C:25]2[C:24]([OH:23])=[C:29]([O:30][CH3:31])[CH:28]=[CH:27][N:26]=2)[CH2:10][O:9][CH2:8]1)[CH:13]([CH3:14])[CH3:15]. (4) Given the reactants [NH2:1][C:2]1[O:6][CH:5]([C:7]2[CH:12]=[CH:11][CH:10]=[C:9]([F:13])[CH:8]=2)[C:4](=[O:14])[C:3]=1[OH:15].C(N(CC)CC)C.[C:23]1([CH2:29][S:30](Cl)(=[O:32])=[O:31])[CH:28]=[CH:27][CH:26]=[CH:25][CH:24]=1.[Cl-].[NH4+], predict the reaction product. The product is: [F:13][C:9]1[CH:8]=[C:7]([CH:5]2[C:4](=[O:14])[C:3]([O:15][S:30]([CH2:29][C:23]3[CH:28]=[CH:27][CH:26]=[CH:25][CH:24]=3)(=[O:32])=[O:31])=[C:2]([NH2:1])[O:6]2)[CH:12]=[CH:11][CH:10]=1. (5) Given the reactants [NH2:1][CH2:2][C@@H:3]1[CH2:7][C@@H:6]([F:8])[CH2:5][N:4]1[C:9]([NH:11][C:12]1[C:20]2[C:15](=[CH:16][CH:17]=[CH:18][CH:19]=2)[N:14]([C:21]([NH2:23])=[O:22])[CH:13]=1)=[O:10].Cl[C:25]([O:27][C:28]1[CH:33]=[CH:32][CH:31]=[CH:30][CH:29]=1)=[O:26].C(N(CC)CC)C.O, predict the reaction product. The product is: [C:28]1([O:27][C:25](=[O:26])[NH:1][CH2:2][C@@H:3]2[CH2:7][C@@H:6]([F:8])[CH2:5][N:4]2[C:9](=[O:10])[NH:11][C:12]2[C:20]3[C:15](=[CH:16][CH:17]=[CH:18][CH:19]=3)[N:14]([C:21](=[O:22])[NH2:23])[CH:13]=2)[CH:33]=[CH:32][CH:31]=[CH:30][CH:29]=1. (6) Given the reactants [OH:1]/[N:2]=[C:3]1\[CH2:4][CH2:5][C:6]2[C:11]\1=[CH:10][CH:9]=[C:8]([NH:12][C:13]1[C:21]3[C:16](=[CH:17][N:18]=[CH:19][CH:20]=3)[O:15][C:14]=1[C:22]([O:24][CH2:25]C)=[O:23])[CH:7]=2, predict the reaction product. The product is: [OH:1]/[N:2]=[C:3]1\[CH2:4][CH2:5][C:6]2[C:11]\1=[CH:10][CH:9]=[C:8]([NH:12][C:13]1[C:21]3[C:16](=[CH:17][N:18]=[CH:19][CH:20]=3)[O:15][C:14]=1[C:22]([O:24][CH3:25])=[O:23])[CH:7]=2.